This data is from Reaction yield outcomes from USPTO patents with 853,638 reactions. The task is: Predict the reaction yield, written as a fraction of the theoretical maximum amount of product (1.0 means a 100% yield; for example, 0.34 means a 34% yield). (1) The reactants are [OH:1][C@@H:2]1[CH2:9][N:8]([C:10](=[O:22])[CH2:11][CH2:12][CH2:13][N:14]2[CH2:19][CH2:18][NH:17][C@@H:16]([CH3:20])[C:15]2=[O:21])[CH2:7][CH2:6][C:3]21[CH2:5][CH2:4]2.[Cl:23][C:24]1[CH:29]=[CH:28][C:27]([N:30]=[C:31]=[O:32])=[CH:26][C:25]=1[C:33]([F:36])([F:35])[F:34]. No catalyst specified. The product is [Cl:23][C:24]1[CH:29]=[CH:28][C:27]([NH:30][C:31]([N:17]2[CH2:18][CH2:19][N:14]([CH2:13][CH2:12][CH2:11][C:10]([N:8]3[CH2:7][CH2:6][C:3]4([CH2:5][CH2:4]4)[C@H:2]([OH:1])[CH2:9]3)=[O:22])[C:15](=[O:21])[C@@H:16]2[CH3:20])=[O:32])=[CH:26][C:25]=1[C:33]([F:34])([F:35])[F:36]. The yield is 1.00. (2) The reactants are FC(F)(F)C([O-])=O.[CH3:8][O:9][C:10]1[CH:11]([CH2:25][CH2:26][NH3+:27])[CH2:12][C:13](=[O:24])[C:14]=1[C:15]1[C:20]([CH3:21])=[CH:19][C:18]([CH3:22])=[CH:17][C:16]=1[CH3:23].[Br:28][C:29]1[CH:30]=[CH:31][C:32]([C:35](OC2C(F)=C(F)C(F)=C(F)C=2F)=[O:36])=[N:33][CH:34]=1.C(N(CC)CC)C. The catalyst is ClCCl. The product is [Br:28][C:29]1[CH:30]=[CH:31][C:32]([C:35]([NH:27][CH2:26][CH2:25][CH:11]2[CH2:12][C:13](=[O:24])[C:14]([C:15]3[C:20]([CH3:21])=[CH:19][C:18]([CH3:22])=[CH:17][C:16]=3[CH3:23])=[C:10]2[O:9][CH3:8])=[O:36])=[N:33][CH:34]=1. The yield is 1.00. (3) The reactants are Cl[C:2]1[C:3]2[C@H:10]([CH3:11])[CH2:9][CH2:8][C:4]=2[N:5]=[CH:6][N:7]=1.[Cl:12][C:13]1[CH:38]=[CH:37][C:16]([CH2:17][N:18]([CH2:27][CH2:28][NH:29][C:30](=[O:36])[O:31][C:32]([CH3:35])([CH3:34])[CH3:33])[C:19]([N:21]2[CH2:26][CH2:25][NH:24][CH2:23][CH2:22]2)=[O:20])=[CH:15][CH:14]=1.CCN(C(C)C)C(C)C. The catalyst is C(#N)C.O. The product is [Cl:12][C:13]1[CH:14]=[CH:15][C:16]([CH2:17][N:18]([CH2:27][CH2:28][NH:29][C:30](=[O:36])[O:31][C:32]([CH3:33])([CH3:34])[CH3:35])[C:19]([N:21]2[CH2:22][CH2:23][N:24]([C:2]3[C:3]4[C@H:10]([CH3:11])[CH2:9][CH2:8][C:4]=4[N:5]=[CH:6][N:7]=3)[CH2:25][CH2:26]2)=[O:20])=[CH:37][CH:38]=1. The yield is 0.300. (4) The reactants are C(=O)([O-])[O-].[K+].[K+].[CH3:7]I.[Cl:9][C:10]1[CH:11]=[C:12]2[C:16](=[CH:17][CH:18]=1)[NH:15][N:14]=[C:13]2[C:19]#[N:20]. The catalyst is CC(C)=O. The product is [Cl:9][C:10]1[CH:11]=[C:12]2[C:16](=[CH:17][CH:18]=1)[N:15]([CH3:7])[N:14]=[C:13]2[C:19]#[N:20]. The yield is 0.750. (5) The reactants are CN(C)[CH:3]=[CH:4][C:5]([C:7]1[C:12](=[O:13])[CH:11]=[CH:10][N:9]([C:14]2[CH:19]=[CH:18][C:17]([C:20]([F:23])([F:22])[F:21])=[CH:16][CH:15]=2)[N:8]=1)=O.[C:25]1([NH:31][NH2:32])[CH:30]=[CH:29][CH:28]=[CH:27][CH:26]=1. The catalyst is CO. The product is [C:25]1([N:31]2[C:5]([C:7]3[C:12](=[O:13])[CH:11]=[CH:10][N:9]([C:14]4[CH:19]=[CH:18][C:17]([C:20]([F:22])([F:21])[F:23])=[CH:16][CH:15]=4)[N:8]=3)=[CH:4][CH:3]=[N:32]2)[CH:30]=[CH:29][CH:28]=[CH:27][CH:26]=1. The yield is 0.120.